From a dataset of Full USPTO retrosynthesis dataset with 1.9M reactions from patents (1976-2016). Predict the reactants needed to synthesize the given product. (1) Given the product [Br:18][C:15]1[CH:16]=[CH:17][C:12]([O:11][C@@H:6]2[CH2:7][CH2:8][CH2:9][CH2:10][C@H:5]2[OH:4])=[CH:13][CH:14]=1, predict the reactants needed to synthesize it. The reactants are: C([O:4][C@@H:5]1[CH2:10][CH2:9][CH2:8][CH2:7][C@H:6]1[O:11][C:12]1[CH:17]=[CH:16][C:15]([Br:18])=[CH:14][CH:13]=1)(=O)C.O.[OH-].[Li+]. (2) Given the product [NH:8]1[C:12]2[CH:13]=[CH:14][CH:15]=[CH:16][C:11]=2[N:10]=[C:9]1[CH2:17][N:18]([CH2:29][CH2:30][CH2:31][C:32]1[N:33]=[CH:34][NH:35][CH:36]=1)[CH:19]1[C:28]2[N:27]=[CH:26][CH:25]=[CH:24][C:23]=2[CH2:22][CH2:21][CH2:20]1, predict the reactants needed to synthesize it. The reactants are: C(OC([N:8]1[C:12]2[CH:13]=[CH:14][CH:15]=[CH:16][C:11]=2[N:10]=[C:9]1[CH2:17][N:18]([CH2:29][CH2:30][CH2:31][C:32]1[N:33]=[CH:34][N:35](C(OC(C)(C)C)=O)[CH:36]=1)[CH:19]1[C:28]2[N:27]=[CH:26][CH:25]=[CH:24][C:23]=2[CH2:22][CH2:21][CH2:20]1)=O)(C)(C)C.C(O)(C(F)(F)F)=O.C(Cl)Cl. (3) Given the product [C:1]([N:4]1[C:13]2[C:8](=[CH:9][C:10]([C:14]([NH:43][CH:38]([CH3:39])[CH3:37])=[O:15])=[CH:11][CH:12]=2)[C@H:7]([NH:17][C:18]2[N:23]=[CH:22][CH:21]=[CH:20][N:19]=2)[C@@H:6]([CH3:24])[C@@H:5]1[CH:25]1[CH2:27][CH2:26]1)(=[O:3])[CH3:2], predict the reactants needed to synthesize it. The reactants are: [C:1]([N:4]1[C:13]2[C:8](=[CH:9][C:10]([C:14](O)=[O:15])=[CH:11][CH:12]=2)[C@H:7]([NH:17][C:18]2[N:23]=[CH:22][CH:21]=[CH:20][N:19]=2)[C@@H:6]([CH3:24])[C@@H:5]1[CH:25]1[CH2:27][CH2:26]1)(=[O:3])[CH3:2].CN(C(ON1N=[N:43][C:38]2[CH:39]=CC=N[C:37]1=2)=[N+](C)C)C.F[P-](F)(F)(F)(F)F.CCN(C(C)C)C(C)C.CC(N)C. (4) Given the product [O:18]=[C:4]1[C:3]2([CH2:2][O:29][C:28]3[CH:27]=[C:26]4[C:21](=[CH:20][C:19]2=3)[CH2:22][CH2:23][CH2:24][CH2:25]4)[C:11]2[C:6](=[CH:7][CH:8]=[CH:9][CH:10]=2)[N:5]1[CH2:12][C:13]([O:15][CH2:16][CH3:17])=[O:14], predict the reactants needed to synthesize it. The reactants are: O[CH2:2][C:3]1([C:19]2[C:28]([OH:29])=[CH:27][C:26]3[CH2:25][CH2:24][CH2:23][CH2:22][C:21]=3[CH:20]=2)[C:11]2[C:6](=[CH:7][CH:8]=[CH:9][CH:10]=2)[N:5]([CH2:12][C:13]([O:15][CH2:16][CH3:17])=[O:14])[C:4]1=[O:18].OC1C=C2C(CCC2)=CC=1C1(CO)C2C(=CC=CC=2)N(CC(OCC)=O)C1=O. (5) Given the product [CH2:21]([N:24]([CH2:14][C:13]([OH:16])=[O:15])[CH2:10][C:9]([OH:12])=[O:11])[CH2:22][N:23]([CH2:6][C:5]([OH:8])=[O:7])[CH2:2][C:1]([OH:4])=[O:3], predict the reactants needed to synthesize it. The reactants are: [C:1]([O-:4])(=[O:3])[CH3:2].[C:5]([O-:8])(=[O:7])[CH3:6].[C:9]([O-:12])(=[O:11])[CH3:10].[C:13]([O-:16])(=[O:15])[CH3:14].[Na+].[Na+].[Na+].[Na+].[CH2:21]([NH2:24])[CH2:22][NH2:23]. (6) Given the product [Cl:22][C:20]1[CH:19]=[CH:18][N:17]=[C:16]2[N:15]([CH2:29][CH:25]3[CH2:26][CH2:27][CH2:28][O:24]3)[CH:14]=[C:13]([C:11]([NH:10][CH2:9][C:5]3([OH:8])[CH2:6][CH2:7][C:2]([F:1])([F:23])[CH2:3][CH2:4]3)=[O:12])[C:21]=12, predict the reactants needed to synthesize it. The reactants are: [F:1][C:2]1([F:23])[CH2:7][CH2:6][C:5]([CH2:9][NH:10][C:11]([C:13]2[C:21]3[C:16](=[N:17][CH:18]=[CH:19][C:20]=3[Cl:22])[NH:15][CH:14]=2)=[O:12])([OH:8])[CH2:4][CH2:3]1.[O:24]1[CH2:28][CH2:27][CH2:26][CH:25]1[CH2:29]O.C(P(=CC#N)(CCCC)CCCC)CCC.